The task is: Predict the reactants needed to synthesize the given product.. This data is from Full USPTO retrosynthesis dataset with 1.9M reactions from patents (1976-2016). (1) Given the product [C:1]1([CH2:7][NH:8][C:9]2[C:18]3[C:13](=[CH:14][CH:15]=[CH:16][CH:17]=3)[N:12]=[C:11]([N:20]3[CH:24]=[CH:23][N:22]=[CH:21]3)[N:10]=2)[CH:6]=[CH:5][CH:4]=[CH:3][CH:2]=1, predict the reactants needed to synthesize it. The reactants are: [C:1]1([CH2:7][NH:8][C:9]2[C:18]3[C:13](=[CH:14][CH:15]=[CH:16][CH:17]=3)[N:12]=[C:11](Cl)[N:10]=2)[CH:6]=[CH:5][CH:4]=[CH:3][CH:2]=1.[NH:20]1[CH:24]=[CH:23][N:22]=[CH:21]1.C1(O)C=CC=CC=1. (2) The reactants are: [Cl:1][C:2]1[CH:10]=[CH:9][C:5]([C:6]([OH:8])=O)=[CH:4][N:3]=1.[NH2:11][C:12]([CH3:17])([CH2:15]O)[CH2:13][OH:14]. Given the product [Cl:1][C:2]1[N:3]=[CH:4][C:5]([C:6]2[O:8][CH2:15][C:12]([CH2:13][OH:14])([CH3:17])[N:11]=2)=[CH:9][CH:10]=1, predict the reactants needed to synthesize it. (3) Given the product [Cl:1][C:2]1[CH:11]=[C:10]2[C:5]([CH2:6][CH2:7][C:8](=[O:13])[N:9]2[CH3:12])=[CH:4][C:3]=1[C:24]1[CH:25]=[C:26]([CH2:30][NH:31][S:32]([CH2:35][CH3:36])(=[O:33])=[O:34])[CH:27]=[N:28][CH:29]=1, predict the reactants needed to synthesize it. The reactants are: [Cl:1][C:2]1[CH:11]=[C:10]2[C:5]([CH2:6][CH2:7][C:8](=[O:13])[N:9]2[CH3:12])=[CH:4][C:3]=1B1OC(C)(C)C(C)(C)O1.Br[C:24]1[CH:25]=[C:26]([CH2:30][NH:31][S:32]([CH2:35][CH3:36])(=[O:34])=[O:33])[CH:27]=[N:28][CH:29]=1.C(=O)([O-])[O-].[Na+].[Na+]. (4) Given the product [Cl:21][C:17]1[CH:16]=[C:15]([C:13]2[C:3]3[C:2](=[CH:7][CH:6]=[C:5]([O:8][C:9]([F:12])([F:11])[F:10])[CH:4]=3)[N:1]=[C:31]([CH3:32])[C:30]=2[C:22]([C:23]2[CH:28]=[CH:27][CH:26]=[CH:25][CH:24]=2)=[O:29])[CH:20]=[CH:19][CH:18]=1, predict the reactants needed to synthesize it. The reactants are: [NH2:1][C:2]1[CH:7]=[CH:6][C:5]([O:8][C:9]([F:12])([F:11])[F:10])=[CH:4][C:3]=1[C:13]([C:15]1[CH:20]=[CH:19][CH:18]=[C:17]([Cl:21])[CH:16]=1)=O.[C:22]([CH2:30][C:31](=O)[CH3:32])(=[O:29])[C:23]1[CH:28]=[CH:27][CH:26]=[CH:25][CH:24]=1.C(O)(C)C.